From a dataset of Reaction yield outcomes from USPTO patents with 853,638 reactions. Predict the reaction yield, written as a fraction of the theoretical maximum amount of product (1.0 means a 100% yield; for example, 0.34 means a 34% yield). (1) The reactants are [C:1]([O:5][C:6]([N:8]1[CH2:13][CH:12]2[CH:10]([O:11]2)[CH2:9]1)=[O:7])([CH3:4])([CH3:3])[CH3:2].[Cl:14][C:15]1[CH:20]=[CH:19][C:18]([C:21]([N:23]2[CH2:28][CH2:27][NH:26][CH2:25][CH2:24]2)=[O:22])=[CH:17][CH:16]=1. The catalyst is CC#N. The product is [C:1]([O:5][C:6]([N:8]1[CH2:9][CH:10]([OH:11])[CH:12]([N:26]2[CH2:25][CH2:24][N:23]([C:21](=[O:22])[C:18]3[CH:17]=[CH:16][C:15]([Cl:14])=[CH:20][CH:19]=3)[CH2:28][CH2:27]2)[CH2:13]1)=[O:7])([CH3:2])([CH3:3])[CH3:4]. The yield is 0.920. (2) The reactants are [NH2:1][C:2]1[C:21]([NH:22][C:23]2[CH:28]=[CH:27][C:26]([I:29])=[CH:25][C:24]=2[F:30])=[CH:20][C:19]([F:31])=[CH:18][C:3]=1[O:4][C:5]1[C:6]([CH3:17])=[C:7]([NH:11][S:12]([CH2:15][CH3:16])(=[O:14])=[O:13])[CH:8]=[CH:9][CH:10]=1.[CH:32]1([S:35](Cl)(=[O:37])=[O:36])[CH2:34][CH2:33]1. The catalyst is N1C=CC=CC=1. The product is [CH2:15]([S:12]([NH:11][C:7]1[C:6]([CH3:17])=[C:5]([CH:10]=[CH:9][CH:8]=1)[O:4][C:3]1[CH:18]=[C:19]([F:31])[CH:20]=[C:21]([NH:22][C:23]2[CH:28]=[CH:27][C:26]([I:29])=[CH:25][C:24]=2[F:30])[C:2]=1[NH:1][S:35]([CH:32]1[CH2:34][CH2:33]1)(=[O:37])=[O:36])(=[O:13])=[O:14])[CH3:16]. The yield is 0.640. (3) The reactants are [K].[C:2]1(=[O:12])[NH:6][C:5](=[O:7])[C:4]2=[CH:8][CH:9]=[CH:10][CH:11]=[C:3]12.CN(C)C=O.[Cl:18][C:19]1[C:20]([C:34]2[CH:39]=[CH:38][C:37]([O:40][CH3:41])=[CH:36][CH:35]=2)=[C:21]2[C:29]3[CH2:30][CH2:31][S:32][CH2:33][C:28]=3[S:27][C:22]2=[N:23][C:24]=1[CH2:25]Cl. The catalyst is O. The product is [Cl:18][C:19]1[C:20]([C:34]2[CH:39]=[CH:38][C:37]([O:40][CH3:41])=[CH:36][CH:35]=2)=[C:21]2[C:29]3[CH2:30][CH2:31][S:32][CH2:33][C:28]=3[S:27][C:22]2=[N:23][C:24]=1[CH2:25][N:6]1[C:2](=[O:12])[C:3]2[C:4](=[CH:8][CH:9]=[CH:10][CH:11]=2)[C:5]1=[O:7]. The yield is 0.994. (4) The reactants are [CH2:1]([O:8][CH2:9][N:10]1[C:15](=[O:16])[C:14]([Br:17])=[N:13][N:12]([CH2:18][C:19](F)(F)[C:20]2[CH:25]=[CH:24][CH:23]=[CH:22][CH:21]=2)[C:11]1=[O:28])[C:2]1[CH:7]=[CH:6][CH:5]=[CH:4][CH:3]=1.[C:29]1(CC(O)C)C=CC=CC=1. No catalyst specified. The product is [CH2:1]([O:8][CH2:9][N:10]1[C:15](=[O:16])[C:14]([Br:17])=[N:13][N:12]([CH:18]([CH3:29])[CH2:19][C:20]2[CH:25]=[CH:24][CH:23]=[CH:22][CH:21]=2)[C:11]1=[O:28])[C:2]1[CH:7]=[CH:6][CH:5]=[CH:4][CH:3]=1. The yield is 0.740. (5) The reactants are [NH2:1][C:2]1[N:7]([C:8]2[C:13]([F:14])=[CH:12][C:11]([O:15][CH2:16][CH2:17][CH2:18][CH2:19][CH2:20]Cl)=[CH:10][C:9]=2[F:22])[C:6](=[O:23])[CH:5]=[CH:4][C:3]=1[C:24](=[O:33])[C:25]1[CH:30]=[CH:29][C:28]([F:31])=[CH:27][C:26]=1[F:32].Cl.[NH2:35][C@H:36]([C:41]([O:43][C:44]([CH3:47])([CH3:46])[CH3:45])=[O:42])[CH2:37][CH:38]([CH3:40])[CH3:39].[I-].[Na+].C(N(CC)C(C)C)(C)C. The catalyst is CN(C=O)C.CCOC(C)=O. The product is [NH2:1][C:2]1[N:7]([C:8]2[C:13]([F:14])=[CH:12][C:11]([O:15][CH2:16][CH2:17][CH2:18][CH2:19][CH2:20][NH:35][C@H:36]([C:41]([O:43][C:44]([CH3:46])([CH3:45])[CH3:47])=[O:42])[CH2:37][CH:38]([CH3:40])[CH3:39])=[CH:10][C:9]=2[F:22])[C:6](=[O:23])[CH:5]=[CH:4][C:3]=1[C:24](=[O:33])[C:25]1[CH:30]=[CH:29][C:28]([F:31])=[CH:27][C:26]=1[F:32]. The yield is 0.180. (6) The reactants are [CH:1]1([CH2:4][N:5]2[CH2:30][CH2:29][C@:12]34[C:13]5[C:14]6[O:28][C@H:11]3C(=O)[CH2:9][CH2:8][C@@:7]4([OH:32])[C@H:6]2[CH2:19][C:18]=5[CH:17]=[CH:16][C:15]=6[O:20][CH2:21][C:22]2[CH:27]=[CH:26][CH:25]=[CH:24][CH:23]=2)[CH2:3][CH2:2]1.[CH:33]([O:38][CH3:39])([O:36][CH3:37])OC.S(=O)(=O)(O)O.[NH4+].[OH-]. The catalyst is CO. The product is [CH:1]1([CH2:4][N:5]2[CH2:30][CH2:29][C@:12]34[C:13]5[C:14]6[O:28][C@H:11]3[C:33]([O:36][CH3:37])([O:38][CH3:39])[CH2:9][CH2:8][C@@:7]4([OH:32])[C@H:6]2[CH2:19][C:18]=5[CH:17]=[CH:16][C:15]=6[O:20][CH2:21][C:22]2[CH:27]=[CH:26][CH:25]=[CH:24][CH:23]=2)[CH2:3][CH2:2]1. The yield is 0.940. (7) The reactants are [Br:1][C:2]1[CH:11]=[C:10]2[C:5]([CH:6]=[CH:7][C:8](I)=[N:9]2)=[CH:4][CH:3]=1.C([Sn](CCCC)(CCCC)[C:18]([O:20]CC)=[CH2:19])CCC.Cl. The catalyst is Cl[Pd](Cl)([P](C1C=CC=CC=1)(C1C=CC=CC=1)C1C=CC=CC=1)[P](C1C=CC=CC=1)(C1C=CC=CC=1)C1C=CC=CC=1.O1CCOCC1. The product is [Br:1][C:2]1[CH:11]=[C:10]2[C:5]([CH:6]=[CH:7][C:8]([C:18](=[O:20])[CH3:19])=[N:9]2)=[CH:4][CH:3]=1. The yield is 0.660. (8) The reactants are [Br:1][C:2]1[CH:3]=[C:4]2[C:9](Cl)=[C:8]([C:11]([NH2:13])=[O:12])[CH:7]=[N:6][N:5]2[CH:14]=1.[CH3:15][C:16]1([CH3:22])[CH2:20][CH2:19][CH2:18][C@H:17]1[NH2:21].C(C1C=NN2C=C(C(OCC)=O)C=C2C=1N[C@@H]1CCCC1(C)C)(=O)N.CCN(C(C)C)C(C)C. The catalyst is CN(C=O)C.O. The product is [Br:1][C:2]1[CH:3]=[C:4]2[C:9]([NH:21][C@@H:17]3[CH2:18][CH2:19][CH2:20][C:16]3([CH3:22])[CH3:15])=[C:8]([C:11]([NH2:13])=[O:12])[CH:7]=[N:6][N:5]2[CH:14]=1. The yield is 0.840. (9) The reactants are [CH:1]1([C:7]([C:9]2[O:10][C:11]3[CH:18]=[CH:17][C:16]([O:19][CH2:20][CH2:21][CH2:22][S:23][CH3:24])=[CH:15][C:12]=3[C:13]=2[CH3:14])=[O:8])[CH2:6][CH2:5][CH2:4][CH2:3][CH2:2]1.[BH4-].[Na+]. The catalyst is O1CCCC1.CO. The product is [CH:1]1([CH:7]([C:9]2[O:10][C:11]3[CH:18]=[CH:17][C:16]([O:19][CH2:20][CH2:21][CH2:22][S:23][CH3:24])=[CH:15][C:12]=3[C:13]=2[CH3:14])[OH:8])[CH2:6][CH2:5][CH2:4][CH2:3][CH2:2]1. The yield is 0.950. (10) The reactants are C(OC([C:6]1[N:7]([CH2:13][O:14][CH2:15][CH2:16][Si:17]([CH3:20])([CH3:19])[CH3:18])[CH:8]=[C:9]([C:11]#[N:12])[N:10]=1)=O)C.[OH-].[K+]. The catalyst is C(O)C. The product is [CH3:18][Si:17]([CH3:20])([CH3:19])[CH2:16][CH2:15][O:14][CH2:13][N:7]1[CH:8]=[C:9]([C:11]#[N:12])[N:10]=[CH:6]1. The yield is 1.00.